Dataset: Full USPTO retrosynthesis dataset with 1.9M reactions from patents (1976-2016). Task: Predict the reactants needed to synthesize the given product. Given the product [CH2:1]([CH:5]([CH2:11][C:12]1[CH:13]=[CH:14][C:15]([O:18][CH2:19][CH2:20][NH:21][C:22]([C:24]2[CH:25]=[CH:26][C:27]([C:30]3[CH:35]=[CH:34][CH:33]=[C:32]([CH2:36][O:37][CH2:38][O:39][CH3:40])[CH:31]=3)=[CH:28][CH:29]=2)=[O:23])=[CH:16][CH:17]=1)[C:6]([O-:8])=[O:7])[CH2:2][CH2:3][CH3:4].[Na+:42], predict the reactants needed to synthesize it. The reactants are: [CH2:1]([CH:5]([CH2:11][C:12]1[CH:17]=[CH:16][C:15]([O:18][CH2:19][CH2:20][NH:21][C:22]([C:24]2[CH:29]=[CH:28][C:27]([C:30]3[CH:35]=[CH:34][CH:33]=[C:32]([CH2:36][O:37][CH2:38][O:39][CH3:40])[CH:31]=3)=[CH:26][CH:25]=2)=[O:23])=[CH:14][CH:13]=1)[C:6]([O:8]CC)=[O:7])[CH2:2][CH2:3][CH3:4].[OH-].[Na+:42].